From a dataset of Experimentally validated miRNA-target interactions with 360,000+ pairs, plus equal number of negative samples. Binary Classification. Given a miRNA mature sequence and a target amino acid sequence, predict their likelihood of interaction. (1) The miRNA is hsa-miR-6875-5p with sequence UGAGGGACCCAGGACAGGAGA. The protein sequence of the target gene is MRFQVALLLLSVAVARALPSVYKRDADSGDSQNPPNQPSKQSSTPLPSSNQVKTTRPTDGQGQKSDKKDQDKTTLAAVSSKAESGPRTAATDHSLGDSRRQPEKTDAELNETARPLSPVNPKLEKSDQSSTEDSGKPTGGNSGKPTGGDSGKPTEAGSNKATEDDSGKSTKVDLDKPTSKISPDTETSKTDKVQPTEKGQKPTLTSKTESGETLAGDSDFSLKPEKGDKSSEPTEDVETKEIEEGDTEPEEGSPLEEENEKVPGPSSSENQEGTLTDSMKNEKDDLYKDSSGNTSAESSH.... Result: 0 (no interaction). (2) The protein sequence of the target gene is MALAIQLRQPSRAQPLPGLSHTLAGTDSCDVCNSTNLPEVEIISLLEEQLPHYKLRADTIYGYDHDDWLHTPLISPDANIDLTTEQIEETLKYFLLCAERVGQMTKTYNDIDAVTRLLEEKERDLELAARIGQSLLKKNKTLTERNELLEEQVEHIREEVSQLRHELSMKDELLQFYTSAAEESEPESVCSTPLKRNESSSSVQNYFHLDSLQKKLKDLEEENVVLRSEACQLKTETITYEEKEQQLVNDCVKELRDANVQIASISEELAKKTEDAARQQEEITHLLSQIVDLQKKAKSC.... Result: 0 (no interaction). The miRNA is hsa-miR-190a-5p with sequence UGAUAUGUUUGAUAUAUUAGGU. (3) The protein sequence of the target gene is MFPVLPQSVQAPLIWPQRESMEVSLHSTFRLTCRGQTELSWNGPVFIDDQTNSVKKGLFISTVTISNATAVHTGEYVCSSEPFNSTESTIYIYVPDPQTPFVPSMTPFENHVLTSYDEMEIPCRVTDPSASVSLIHMGTDQVMPSAYDSKRGFIGLFGAGTYVCRALIHGQNHDSIEYIVHGWTGGSDLRVELRAVKRTLLVGETITVDCVAKGSEVLEDHWKYPGKLANRGPKTVKENKLNLEIYYTLTVTNASPKDSGIYACSITDIMSNESQTKELTITVYDHEFVHINPLIGPVET.... Result: 0 (no interaction). The miRNA is hsa-miR-6793-3p with sequence UCCCCAACCCCUGCCCGCAG.